This data is from NCI-60 drug combinations with 297,098 pairs across 59 cell lines. The task is: Regression. Given two drug SMILES strings and cell line genomic features, predict the synergy score measuring deviation from expected non-interaction effect. (1) Drug 1: CCCS(=O)(=O)NC1=C(C(=C(C=C1)F)C(=O)C2=CNC3=C2C=C(C=N3)C4=CC=C(C=C4)Cl)F. Drug 2: CC1OCC2C(O1)C(C(C(O2)OC3C4COC(=O)C4C(C5=CC6=C(C=C35)OCO6)C7=CC(=C(C(=C7)OC)O)OC)O)O. Cell line: SK-OV-3. Synergy scores: CSS=4.32, Synergy_ZIP=-4.84, Synergy_Bliss=0.957, Synergy_Loewe=-7.66, Synergy_HSA=0.401. (2) Drug 1: CN1C(=O)N2C=NC(=C2N=N1)C(=O)N. Drug 2: C1CC(=O)NC(=O)C1N2C(=O)C3=CC=CC=C3C2=O. Cell line: COLO 205. Synergy scores: CSS=0.837, Synergy_ZIP=-0.105, Synergy_Bliss=-0.0872, Synergy_Loewe=1.04, Synergy_HSA=-1.32. (3) Drug 1: B(C(CC(C)C)NC(=O)C(CC1=CC=CC=C1)NC(=O)C2=NC=CN=C2)(O)O. Drug 2: CC1C(C(CC(O1)OC2CC(CC3=C2C(=C4C(=C3O)C(=O)C5=CC=CC=C5C4=O)O)(C(=O)C)O)N)O. Cell line: NCI-H226. Synergy scores: CSS=90.4, Synergy_ZIP=3.98, Synergy_Bliss=4.00, Synergy_Loewe=4.14, Synergy_HSA=5.58. (4) Drug 1: C1=CN(C(=O)N=C1N)C2C(C(C(O2)CO)O)O.Cl. Drug 2: C#CCC(CC1=CN=C2C(=N1)C(=NC(=N2)N)N)C3=CC=C(C=C3)C(=O)NC(CCC(=O)O)C(=O)O. Cell line: U251. Synergy scores: CSS=36.4, Synergy_ZIP=-8.12, Synergy_Bliss=-10.7, Synergy_Loewe=-7.06, Synergy_HSA=-3.43. (5) Drug 1: CN1CCC(CC1)COC2=C(C=C3C(=C2)N=CN=C3NC4=C(C=C(C=C4)Br)F)OC. Drug 2: CC(C1=C(C=CC(=C1Cl)F)Cl)OC2=C(N=CC(=C2)C3=CN(N=C3)C4CCNCC4)N. Cell line: SF-268. Synergy scores: CSS=1.92, Synergy_ZIP=3.38, Synergy_Bliss=6.60, Synergy_Loewe=-0.326, Synergy_HSA=2.03. (6) Drug 1: CN1CCC(CC1)COC2=C(C=C3C(=C2)N=CN=C3NC4=C(C=C(C=C4)Br)F)OC. Drug 2: CC(C)(C#N)C1=CC(=CC(=C1)CN2C=NC=N2)C(C)(C)C#N. Cell line: UACC-257. Synergy scores: CSS=3.02, Synergy_ZIP=-0.146, Synergy_Bliss=2.11, Synergy_Loewe=2.00, Synergy_HSA=0.887.